From a dataset of Catalyst prediction with 721,799 reactions and 888 catalyst types from USPTO. Predict which catalyst facilitates the given reaction. (1) Reactant: [C:1]1(=O)[CH2:5][CH2:4][CH2:3][CH2:2]1.BrBr.[Cl:9][C:10]1[CH:11]=[CH:12][C:13]([C@:16]([NH:38][C:39]([NH2:41])=[S:40])([C:24]2[CH:29]=[C:28]([O:30][C:31]([F:36])([F:35])[CH:32]([F:34])[F:33])[CH:27]=[C:26]([F:37])[CH:25]=2)[CH2:17][C:18]2[CH:23]=[CH:22][CH:21]=[CH:20][CH:19]=2)=[N:14][CH:15]=1. Product: [Cl:9][C:10]1[CH:11]=[CH:12][C:13]([C@:16]([NH:38][C:39]2[S:40][C:1]3[CH2:5][CH2:4][CH2:3][C:2]=3[N:41]=2)([C:24]2[CH:29]=[C:28]([O:30][C:31]([F:35])([F:36])[CH:32]([F:33])[F:34])[CH:27]=[C:26]([F:37])[CH:25]=2)[CH2:17][C:18]2[CH:19]=[CH:20][CH:21]=[CH:22][CH:23]=2)=[N:14][CH:15]=1. The catalyst class is: 14. (2) Product: [CH3:18][N:2]([CH3:1])[CH2:3][CH2:4][O:5][C:6]1[CH:11]=[CH:10][C:9]([CH2:12][CH2:13][CH2:14][OH:15])=[CH:8][CH:7]=1. Reactant: [CH3:1][N:2]([CH3:18])[CH2:3][CH2:4][O:5][C:6]1[CH:11]=[CH:10][C:9]([CH2:12][CH2:13][C:14](OC)=[O:15])=[CH:8][CH:7]=1.[Li+].[BH4-]. The catalyst class is: 1. (3) Reactant: Br[C:2]1[N:7]=[CH:6][C:5]([C:8]2[C:16]3[C:11](=[CH:12][C:13]([F:17])=[CH:14][CH:15]=3)[N:10]([S:18]([C:21]3[CH:26]=[CH:25][CH:24]=[CH:23][CH:22]=3)(=[O:20])=[O:19])[CH:9]=2)=[CH:4][CH:3]=1.Br.C([O-])([O-])=[O:29].[Na+].[Na+]. Product: [F:17][C:13]1[CH:12]=[C:11]2[C:16]([C:8]([C:5]3[CH:4]=[CH:3][C:2](=[O:29])[NH:7][CH:6]=3)=[CH:9][N:10]2[S:18]([C:21]2[CH:26]=[CH:25][CH:24]=[CH:23][CH:22]=2)(=[O:20])=[O:19])=[CH:15][CH:14]=1. The catalyst class is: 127. (4) Reactant: [Br:1][C:2]1[C:3](F)=[C:4]2[C:10]([NH:11][C:12]([C:14]3[CH:23]=[N:22][C:21]4[C:16](=[CH:17][CH:18]=[CH:19][CH:20]=4)[N:15]=3)=[O:13])=[CH:9][NH:8][C:5]2=[N:6][CH:7]=1.[NH:25]1[CH2:30][CH2:29][CH2:28][C@@H:27]([NH:31][C:32](=[O:38])[O:33][C:34]([CH3:37])([CH3:36])[CH3:35])[CH2:26]1. Product: [Br:1][C:2]1[C:3]([N:25]2[CH2:30][CH2:29][CH2:28][C@@H:27]([NH:31][C:32](=[O:38])[O:33][C:34]([CH3:36])([CH3:35])[CH3:37])[CH2:26]2)=[C:4]2[C:10]([NH:11][C:12]([C:14]3[CH:23]=[N:22][C:21]4[C:16](=[CH:17][CH:18]=[CH:19][CH:20]=4)[N:15]=3)=[O:13])=[CH:9][NH:8][C:5]2=[N:6][CH:7]=1. The catalyst class is: 114. (5) Reactant: Cl[C:2]1[N:7]=[CH:6][C:5]([O:8][CH2:9][CH2:10][O:11][CH3:12])=[CH:4][N:3]=1.[Cl:13][C:14]1[CH:15]=[C:16](B(O)O)[CH:17]=[CH:18][CH:19]=1.C(Cl)Cl.C([O-])([O-])=O.[Na+].[Na+].O. Product: [Cl:13][C:14]1[CH:19]=[C:18]([C:2]2[N:7]=[CH:6][C:5]([O:8][CH2:9][CH2:10][O:11][CH3:12])=[CH:4][N:3]=2)[CH:17]=[CH:16][CH:15]=1. The catalyst class is: 294. (6) Reactant: [Br:1][C:2]1[CH:43]=[CH:42][C:5]([O:6][CH2:7][C:8]([NH:10][CH2:11][C@H:12]([OH:41])[C:13]2[CH:18]=[CH:17][C:16]([O:19][CH2:20][O:21][CH2:22][CH2:23][Si:24]([CH3:27])([CH3:26])[CH3:25])=[C:15]([N:28]([S:37]([CH3:40])(=[O:39])=[O:38])[CH2:29][O:30][CH2:31][CH2:32][Si:33]([CH3:36])([CH3:35])[CH3:34])[CH:14]=2)=O)=[CH:4][CH:3]=1.N(CCO)(CCO)CCO.O. Product: [Br:1][C:2]1[CH:43]=[CH:42][C:5]([O:6][CH2:7][CH2:8][NH:10][CH2:11][C@@H:12]([C:13]2[CH:18]=[CH:17][C:16]([O:19][CH2:20][O:21][CH2:22][CH2:23][Si:24]([CH3:27])([CH3:26])[CH3:25])=[C:15]([N:28]([CH2:29][O:30][CH2:31][CH2:32][Si:33]([CH3:36])([CH3:35])[CH3:34])[S:37]([CH3:40])(=[O:39])=[O:38])[CH:14]=2)[OH:41])=[CH:4][CH:3]=1. The catalyst class is: 7.